From a dataset of Forward reaction prediction with 1.9M reactions from USPTO patents (1976-2016). Predict the product of the given reaction. (1) Given the reactants C(N(CC)CC)C.[CH:8]#[C:9][CH2:10][CH2:11][CH3:12].[C:13]([C:16]1[C:24]2[C:19](=[N:20][CH:21]=[CH:22][C:23]=2Cl)[N:18]([S:26]([C:29]2[CH:34]=[CH:33][CH:32]=[CH:31][CH:30]=2)(=[O:28])=[O:27])[CH:17]=1)(=[O:15])[CH3:14], predict the reaction product. The product is: [C:13]([C:16]1[C:24]2[C:19](=[N:20][CH:21]=[CH:22][C:23]=2[C:8]#[C:9][CH2:10][CH2:11][CH3:12])[N:18]([S:26]([C:29]2[CH:34]=[CH:33][CH:32]=[CH:31][CH:30]=2)(=[O:28])=[O:27])[CH:17]=1)(=[O:15])[CH3:14]. (2) Given the reactants [C:1]([O:8][CH2:9][CH3:10])(=[O:7])[C:2]([O:4]CC)=O.[O-]CC.[Na+].[CH3:15][N:16]1[CH:20]=[C:19]([C:21](=[O:23])[CH3:22])[CH:18]=[N:17]1, predict the reaction product. The product is: [CH2:9]([O:8][C:1](=[O:7])[C:2](=[O:4])[CH2:22][C:21]([C:19]1[CH:18]=[N:17][N:16]([CH3:15])[CH:20]=1)=[O:23])[CH3:10]. (3) Given the reactants [CH3:1][C:2]1[CH:7]=[CH:6][CH:5]=[CH:4][C:3]=1[C:8]1[CH:16]=[CH:15][CH:14]=[C:13]2[C:9]=1[CH:10]=[C:11]([CH:17]([CH3:19])[CH3:18])[CH2:12]2.[Li:20]CCCC, predict the reaction product. The product is: [CH3:1][C:2]1[CH:7]=[CH:6][CH:5]=[CH:4][C:3]=1[C:8]1[CH:16]=[CH:15][CH:14]=[C:13]2[C:9]=1[CH:10]=[C:11]([CH:17]([CH3:19])[CH3:18])[CH-:12]2.[Li+:20].